Task: Predict which catalyst facilitates the given reaction.. Dataset: Catalyst prediction with 721,799 reactions and 888 catalyst types from USPTO (1) Reactant: [F:1][C:2]1[C:12]([S:13]CC2C=CC(OC)=CC=2)=[CH:11][CH:10]=[CH:9][C:3]=1[C:4]([O:6][CH2:7][CH3:8])=[O:5]. Product: [F:1][C:2]1[C:12]([SH:13])=[CH:11][CH:10]=[CH:9][C:3]=1[C:4]([O:6][CH2:7][CH3:8])=[O:5]. The catalyst class is: 67. (2) Reactant: C[Mg+].[Br-].[NH:4]1[C:12]2[C:7](=[CH:8][CH:9]=[CH:10][CH:11]=2)[CH:6]=[CH:5]1.[Cl:13][C:14]1[N:19]=[C:18](Cl)[C:17]([CH3:21])=[CH:16][N:15]=1.C(O)(=O)C. Product: [Cl:13][C:14]1[N:19]=[C:18]([C:6]2[C:7]3[C:12](=[CH:11][CH:10]=[CH:9][CH:8]=3)[NH:4][CH:5]=2)[C:17]([CH3:21])=[CH:16][N:15]=1. The catalyst class is: 20.